The task is: Predict the product of the given reaction.. This data is from Forward reaction prediction with 1.9M reactions from USPTO patents (1976-2016). (1) Given the reactants C([O:3][C:4](=[O:39])[CH2:5][O:6][C:7]1[CH:12]=[CH:11][C:10]([S:13][C:14]2[CH:19]=[C:18]([C:20]#[C:21][CH2:22][N:23]3[CH2:28][CH2:27][O:26][CH2:25][CH2:24]3)[CH:17]=[C:16]([O:29][CH2:30][CH2:31][CH:32]3[CH2:37][CH2:36][CH2:35][CH2:34][CH2:33]3)[CH:15]=2)=[CH:9][C:8]=1[CH3:38])C.[OH-].[Na+].Cl, predict the reaction product. The product is: [CH:32]1([CH2:31][CH2:30][O:29][C:16]2[CH:15]=[C:14]([S:13][C:10]3[CH:11]=[CH:12][C:7]([O:6][CH2:5][C:4]([OH:39])=[O:3])=[C:8]([CH3:38])[CH:9]=3)[CH:19]=[C:18]([C:20]#[C:21][CH2:22][N:23]3[CH2:24][CH2:25][O:26][CH2:27][CH2:28]3)[CH:17]=2)[CH2:37][CH2:36][CH2:35][CH2:34][CH2:33]1. (2) Given the reactants [N:1]([C:4]1[CH:5]=[C:6]([S:15]([NH2:18])(=[O:17])=[O:16])[CH:7]=[CH:8][C:9]=1[O:10][C:11]([F:14])([F:13])[F:12])=[C:2]=[S:3].[NH3:19], predict the reaction product. The product is: [NH:1]([C:4]1[CH:5]=[C:6]([S:15]([NH2:18])(=[O:17])=[O:16])[CH:7]=[CH:8][C:9]=1[O:10][C:11]([F:12])([F:14])[F:13])[C:2]([NH2:19])=[S:3]. (3) Given the reactants C(O)(C(F)(F)F)=O.C(OC(=O)[NH:14][CH2:15][C:16]1[CH:21]=[C:20]([O:22][CH2:23][CH2:24][C@H:25]([CH:27]2[CH2:32][CH2:31][N:30]([C:33]3[O:37][N:36]=[C:35]([CH:38]([CH3:40])[CH3:39])[N:34]=3)[CH2:29][CH2:28]2)[CH3:26])[CH:19]=[CH:18][C:17]=1[N:41]1[CH2:45][CH2:44][CH2:43][C:42]1=[O:46])(C)(C)C, predict the reaction product. The product is: [NH2:14][CH2:15][C:16]1[CH:21]=[C:20]([O:22][CH2:23][CH2:24][C@H:25]([CH:27]2[CH2:28][CH2:29][N:30]([C:33]3[O:37][N:36]=[C:35]([CH:38]([CH3:39])[CH3:40])[N:34]=3)[CH2:31][CH2:32]2)[CH3:26])[CH:19]=[CH:18][C:17]=1[N:41]1[CH2:45][CH2:44][CH2:43][C:42]1=[O:46]. (4) Given the reactants [OH:1][C:2]1[CH:3]=[C:4]([C:12]([O:14][CH3:15])=[O:13])[C:5](=[CH:10][CH:11]=1)[C:6]([O:8][CH3:9])=[O:7].[C:16]([N:23]1[CH2:29][CH2:28][CH2:27][C@H:24]1[CH2:25]O)([O:18][C:19]([CH3:22])([CH3:21])[CH3:20])=[O:17].CC(OC(/N=N/C(OC(C)C)=O)=O)C, predict the reaction product. The product is: [C:19]([O:18][C:16]([N:23]1[CH2:29][CH2:28][CH2:27][C@H:24]1[CH2:25][O:1][C:2]1[CH:3]=[C:4]([C:12]([O:14][CH3:15])=[O:13])[C:5](=[CH:10][CH:11]=1)[C:6]([O:8][CH3:9])=[O:7])=[O:17])([CH3:22])([CH3:20])[CH3:21]. (5) Given the reactants FC(F)(F)C(O)=O.[C:8]1([CH:14]2[CH2:19][CH:18]([C:20](=[O:56])[NH:21][C:22]3[CH:23]=[C:24]4[C:28](=[CH:29][CH:30]=3)[N:27](C(C3C=CC=CC=3)(C3C=CC=CC=3)C3C=CC=CC=3)[N:26]=[C:25]4[C:50]3[CH:55]=[CH:54][N:53]=[CH:52][CH:51]=3)[CH2:17][N:16](C(OC(C)(C)C)=O)[CH2:15]2)[CH:13]=[CH:12][CH:11]=[CH:10][CH:9]=1, predict the reaction product. The product is: [C:8]1([CH:14]2[CH2:15][NH:16][CH2:17][CH:18]([C:20]([NH:21][C:22]3[CH:23]=[C:24]4[C:28](=[CH:29][CH:30]=3)[NH:27][N:26]=[C:25]4[C:50]3[CH:51]=[CH:52][N:53]=[CH:54][CH:55]=3)=[O:56])[CH2:19]2)[CH:13]=[CH:12][CH:11]=[CH:10][CH:9]=1.